This data is from Reaction yield outcomes from USPTO patents with 853,638 reactions. The task is: Predict the reaction yield, written as a fraction of the theoretical maximum amount of product (1.0 means a 100% yield; for example, 0.34 means a 34% yield). (1) The reactants are [CH:1]1([CH2:4][N:5]2[CH:9]=[C:8]([C:10]3[N:15]=[CH:14][C:13]4[N:16]=[N:17][N:18](COCC[Si](C)(C)C)[C:12]=4[CH:11]=3)[N:7]=[CH:6]2)[CH2:3][CH2:2]1.C(O)(C(F)(F)F)=O. The catalyst is C(Cl)Cl. The product is [CH:1]1([CH2:4][N:5]2[CH:9]=[C:8]([C:10]3[N:15]=[CH:14][C:13]4[N:16]=[N:17][NH:18][C:12]=4[CH:11]=3)[N:7]=[CH:6]2)[CH2:2][CH2:3]1. The yield is 0.440. (2) The reactants are FC(F)(F)S(O[C:7]1[CH:8]=[C:9]([C:15]2[CH:20]=[CH:19][CH:18]=[C:17]([C:21]#[N:22])[CH:16]=2)[CH:10]=[CH:11][C:12]=1[CH:13]=[O:14])(=O)=O.[B:25]1([B:25]2[O:29][C:28]([CH3:31])([CH3:30])[C:27]([CH3:33])([CH3:32])[O:26]2)[O:29][C:28]([CH3:31])([CH3:30])[C:27]([CH3:33])([CH3:32])[O:26]1.CC([O-])=O.[K+]. The catalyst is O1CCOCC1.C1C=CC(P(C2C=CC=CC=2)[C-]2C=CC=C2)=CC=1.C1C=CC(P(C2C=CC=CC=2)[C-]2C=CC=C2)=CC=1.Cl[Pd]Cl.[Fe+2]. The product is [CH:13]([C:12]1[CH:11]=[CH:10][C:9]([C:15]2[CH:20]=[CH:19][CH:18]=[C:17]([C:21]#[N:22])[CH:16]=2)=[CH:8][C:7]=1[B:25]1[O:29][C:28]([CH3:31])([CH3:30])[C:27]([CH3:33])([CH3:32])[O:26]1)=[O:14]. The yield is 0.580. (3) The reactants are C(N1C2C(=CC(S(N)(=O)=O)=CC=2)CC1)C.[Cl:16][CH2:17][C:18]([N:20]1[C:28]2[C:23](=[CH:24][C:25]([S:29]([NH2:32])(=[O:31])=[O:30])=[CH:26][CH:27]=2)[CH2:22][CH2:21]1)=O. No catalyst specified. The product is [Cl:16][CH2:17][CH2:18][N:20]1[C:28]2[C:23](=[CH:24][C:25]([S:29]([NH2:32])(=[O:30])=[O:31])=[CH:26][CH:27]=2)[CH2:22][CH2:21]1. The yield is 0.790. (4) The reactants are [CH3:1][O:2][C:3]1[CH:4]=[C:5]([CH:8]=[C:9]([O:12][CH3:13])[C:10]=1[CH3:11])C=O.ClC1C=C(C=CC=1)[C:18]([O:20]O)=[O:19]. The catalyst is C(Cl)Cl. The product is [CH:18]([O:20][C:5]1[CH:8]=[C:9]([O:12][CH3:13])[C:10]([CH3:11])=[C:3]([O:2][CH3:1])[CH:4]=1)=[O:19]. The yield is 0.880.